Task: Predict the reaction yield, written as a fraction of the theoretical maximum amount of product (1.0 means a 100% yield; for example, 0.34 means a 34% yield).. Dataset: Reaction yield outcomes from USPTO patents with 853,638 reactions (1) The catalyst is C(Cl)CCl.Cl[Ti](Cl)(Cl)Cl. The reactants are [Br:1][C:2]1[CH:10]=[C:9]2[C:5]([CH2:6][C:7]3([CH2:16][CH2:15][CH:14]([O:17][CH3:18])[CH2:13][CH2:12]3)[C:8]2=O)=[CH:4][CH:3]=1.[CH3:19][Si:20]([CH3:28])([CH3:27])[CH2:21][CH2:22][S:23]([NH2:26])(=[O:25])=[O:24].CCN(CC)CC. The yield is 0.910. The product is [Br:1][C:2]1[CH:10]=[C:9]2[C:5](=[CH:4][CH:3]=1)[CH2:6][C:7]1([CH2:16][CH2:15][CH:14]([O:17][CH3:18])[CH2:13][CH2:12]1)[C:8]2=[N:26][S:23]([CH2:22][CH2:21][Si:20]([CH3:28])([CH3:27])[CH3:19])(=[O:25])=[O:24]. (2) The reactants are [C:1]([C:3]1[C:11]2[C:6](=[C:7]([N+:13]([O-])=O)[CH:8]=[CH:9][C:10]=2[CH3:12])[NH:5][CH:4]=1)#[N:2].O. The catalyst is C(OCC)(=O)C.CO.COCCOC.[C].[Pd]. The product is [NH2:13][C:7]1[CH:8]=[CH:9][C:10]([CH3:12])=[C:11]2[C:6]=1[NH:5][CH:4]=[C:3]2[C:1]#[N:2]. The yield is 0.848. (3) The reactants are [NH2:1][C:2]1[N:7]=[C:6]([OH:8])[CH:5]=[C:4]([C:9]2[CH:14]=[CH:13][CH:12]=[CH:11][CH:10]=2)[N:3]=1.[F:15][C:16]([F:27])([F:26])[C:17](O[C:17](=[O:18])[C:16]([F:27])([F:26])[F:15])=[O:18]. No catalyst specified. The product is [F:15][C:16]([F:27])([F:26])[C:17]([NH:1][C:2]1[N:7]=[C:6]([OH:8])[CH:5]=[C:4]([C:9]2[CH:14]=[CH:13][CH:12]=[CH:11][CH:10]=2)[N:3]=1)=[O:18]. The yield is 0.390.